This data is from Catalyst prediction with 721,799 reactions and 888 catalyst types from USPTO. The task is: Predict which catalyst facilitates the given reaction. (1) Reactant: Cl[C:2]1[CH:3]=[C:4]2[C:9](=[C:10]([NH:12][CH:13]3[CH2:16][O:15][CH2:14]3)[N:11]=1)[C:8](=[O:17])[NH:7][CH:6]=[CH:5]2.CC1(C)C(C)(C)OB([C:26]2[CH:27]=[N:28][C:29]([NH2:32])=[N:30][CH:31]=2)O1.C([O-])([O-])=O.[Na+].[Na+]. Product: [NH2:32][C:29]1[N:30]=[CH:31][C:26]([C:2]2[CH:3]=[C:4]3[C:9](=[C:10]([NH:12][CH:13]4[CH2:16][O:15][CH2:14]4)[N:11]=2)[C:8](=[O:17])[NH:7][CH:6]=[CH:5]3)=[CH:27][N:28]=1. The catalyst class is: 70. (2) Reactant: [H-].[Na+].[NH:3]1[C:13]2=[C:14]3[C:9](=[CH:10][CH:11]=[CH:12]2)[CH2:8][CH2:7][CH2:6][N:5]3[C:4]1=[O:15].[CH3:16]I.O. Product: [CH3:16][N:3]1[C:13]2=[C:14]3[C:9](=[CH:10][CH:11]=[CH:12]2)[CH2:8][CH2:7][CH2:6][N:5]3[C:4]1=[O:15]. The catalyst class is: 9. (3) Reactant: [F:1][C:2]1[CH:7]=[CH:6][C:5]([C:8]2[N:9]=[C:10]3[CH:15]=[CH:14][C:13]([C:16]4[CH:17]=[C:18]([CH:22]=[CH:23][CH:24]=4)[C:19]([OH:21])=O)=[CH:12][N:11]3[C:25]=2[C:26](=[O:29])[NH:27][CH3:28])=[CH:4][CH:3]=1.[C:30]1([C:36]([NH2:39])([CH3:38])[CH3:37])[CH:35]=[CH:34][CH:33]=[CH:32][CH:31]=1.CN(C=O)C.CN(C(ON1N=NC2C=CC=NC1=2)=[N+](C)C)C.F[P-](F)(F)(F)(F)F. Product: [F:1][C:2]1[CH:7]=[CH:6][C:5]([C:8]2[N:9]=[C:10]3[CH:15]=[CH:14][C:13]([C:16]4[CH:24]=[CH:23][CH:22]=[C:18]([C:19](=[O:21])[NH:39][C:36]([C:30]5[CH:35]=[CH:34][CH:33]=[CH:32][CH:31]=5)([CH3:38])[CH3:37])[CH:17]=4)=[CH:12][N:11]3[C:25]=2[C:26]([NH:27][CH3:28])=[O:29])=[CH:4][CH:3]=1. The catalyst class is: 5.